Dataset: Experimentally validated miRNA-target interactions with 360,000+ pairs, plus equal number of negative samples. Task: Binary Classification. Given a miRNA mature sequence and a target amino acid sequence, predict their likelihood of interaction. (1) The miRNA is hsa-miR-6793-5p with sequence UGUGGGUUCUGGGUUGGGGUGA. The protein sequence of the target gene is MESGPAVCCQDPRAELVDRVAAINVAHLEEADEGPEPARNGVDPPPRARAASVIPGSASRPTPVRPSLSARKFSLQERPAGSCLGAQVGPYSTGPASHISPRSWRRPTIESHRVAISDTEDCVQLNQYKLQSEIGKGAYGVVRLAYNESEDRHYAMKVLSKKKLLKQYGFPRRPPPRGSQATQGGPAKQLLPLERVYQEIAILKKLDHVNVVKLIEVLDDPAEDNLYLVFDLLRKGPVMEVPCDKPFPEEQARLYLRDIILGLEYLHCQKIVHRDIKPSNLLLGDDGHVKIADFGVSNQF.... Result: 0 (no interaction). (2) The miRNA is hsa-miR-125b-5p with sequence UCCCUGAGACCCUAACUUGUGA. The protein sequence of the target gene is MKKTQTWILTCIYLQLLLFNPLVKTEGICRNRVTNNVKDVTKLVANLPKDYMITLKYVPGMDVLPSHCWISEMVVQLSDSLTDLLDKFSNISEGLSNYSIIDKLVNIVDDLVECVKENSSKDLKKSFKSPEPRLFTPEEFFRIFNRSIDAFKDFVVASETSDCVVSSTLSPEKDSRVSVTKPFMLPPVAASSLRNDSSSSNRKAKNPPGDSSLHWAAMALPALFSLIIGFAFGALYWKKRQPSLTRAVENIQINEEDNEISMLQEKEREFQEV. Result: 0 (no interaction). (3) The miRNA is hsa-miR-4793-5p with sequence ACAUCCUGCUCCACAGGGCAGAGG. The protein sequence of the target gene is MMCSRVPSEQSSGTSLLPKDGAPFSWDSLDEDGLDDSLLELSEGEEDDGDVNYTEEEIDALLKEDDPSYEQSSGEDDGGHVEKGERGSQILLDTPREKNSSYSLGPVAETPDLFKLPQLSTSSGHGPAHTKPLNRRSVLEKNLIKVTVAPFNPTVCDALLDKDETDSSKDTEKLSSLGEEMREDGLSPNESKLCTESEGISPNNSAWNGPQLSSSNNNFQQTVSDKNMPDSENPTSVFSRISDHSETPNMELSCRNGGSHKSSCEMRSLVVSTSSNKQDVLNKDSGKMKGHERRLGKVIP.... Result: 0 (no interaction). (4) The miRNA is hsa-miR-6845-5p with sequence CGGGGCCAGAGCAGAGAGC. The protein sequence of the target gene is MTMEEMKTEAEAASMVSMPLYAVMYPVFNELERVNLSAAQTLRAAFIKAEKENPGLTQDIIMKILEKKSVEVNFTESLLRMAADDVEEYMIERPEPEFQDLNEKARALKQILSKIPDEINDRVRFLQTIKDIASAIKELLDTVNNVFKKYQYQNRRALEHQKKEFVKYSKSFSDTLKTYFKDGKAINVFISANRLIHQTNLILQTFKTVA. Result: 0 (no interaction).